This data is from Reaction yield outcomes from USPTO patents with 853,638 reactions. The task is: Predict the reaction yield, written as a fraction of the theoretical maximum amount of product (1.0 means a 100% yield; for example, 0.34 means a 34% yield). (1) The reactants are Cl[C:2]1[C:3]([NH2:9])=[N:4][CH:5]=[N:6][C:7]=1Cl.[O:10]([C:17]1[CH:22]=[CH:21][C:20](B(O)O)=[CH:19][CH:18]=1)[C:11]1[CH:16]=[CH:15][CH:14]=[CH:13][CH:12]=1.[NH2:26][CH2:27][CH:28]1[CH2:33][CH2:32][N:31]([C:34]([O:36]C(C)(C)C)=O)[CH2:30][CH2:29]1.C(O)(=O)[CH:42]=[CH:43][C:44]1[CH:49]=[CH:48][CH:47]=[CH:46][CH:45]=1. The product is [NH2:9][C:3]1[N:4]=[CH:5][N:6]=[C:7]([NH:26][CH2:27][CH:28]2[CH2:29][CH2:30][N:31]([C:34](=[O:36])/[CH:42]=[CH:43]/[C:44]3[CH:49]=[CH:48][CH:47]=[CH:46][CH:45]=3)[CH2:32][CH2:33]2)[C:2]=1[C:20]1[CH:21]=[CH:22][C:17]([O:10][C:11]2[CH:16]=[CH:15][CH:14]=[CH:13][CH:12]=2)=[CH:18][CH:19]=1. The yield is 0.454. No catalyst specified. (2) The reactants are [CH:1]1([C:4]([N:6]2[CH2:11][CH2:10][N:9]([C:12]([C:14]3[NH:15][C:16]4[C:21]([CH:22]=3)=[CH:20][C:19]([C:23]([N:25]3[CH2:30][CH2:29][N:28]([CH:31]([CH3:33])[CH3:32])[CH2:27][CH2:26]3)=[O:24])=[CH:18][CH:17]=4)=[O:13])[CH2:8][CH2:7]2)=[O:5])[CH2:3][CH2:2]1.[Cl:34][C:35]1[CH:40]=[CH:39][C:38](B(O)O)=[CH:37][N:36]=1. No catalyst specified. The product is [Cl:34][C:35]1[N:36]=[CH:37][C:38]([N:15]2[C:16]3[C:21](=[CH:20][C:19]([C:23]([N:25]4[CH2:30][CH2:29][N:28]([CH:31]([CH3:33])[CH3:32])[CH2:27][CH2:26]4)=[O:24])=[CH:18][CH:17]=3)[CH:22]=[C:14]2[C:12]([N:9]2[CH2:8][CH2:7][N:6]([C:4]([CH:1]3[CH2:3][CH2:2]3)=[O:5])[CH2:11][CH2:10]2)=[O:13])=[CH:39][CH:40]=1. The yield is 0.330. (3) The reactants are [Al+3].[Cl-].[Cl-].[Cl-].[CH3:5][O:6][C:7]1[CH:8]=[C:9]2[C:14](=[C:15]([O:17]C)[CH:16]=1)[C:13](=[O:19])[O:12][CH:11]([CH3:20])[CH2:10]2.O. The catalyst is O1CCOCC1. The product is [OH:17][C:15]1[CH:16]=[C:7]([O:6][CH3:5])[CH:8]=[C:9]2[C:14]=1[C:13](=[O:19])[O:12][CH:11]([CH3:20])[CH2:10]2. The yield is 0.960. (4) The reactants are C(NC(C)C)(C)C.C([Li])CCC.[CH3:13][O:14][C:15](=[O:26])[CH2:16][C:17]1[CH:22]=[CH:21][C:20]([S:23][CH3:24])=[C:19]([Br:25])[CH:18]=1.I[CH2:28][CH:29]1[CH2:33][CH2:32][CH2:31][CH2:30]1. The catalyst is O1CCCC1.CN1CCCN(C)C1=O. The product is [CH3:13][O:14][C:15](=[O:26])[CH:16]([C:17]1[CH:22]=[CH:21][C:20]([S:23][CH3:24])=[C:19]([Br:25])[CH:18]=1)[CH2:28][CH:29]1[CH2:33][CH2:32][CH2:31][CH2:30]1. The yield is 0.570. (5) The catalyst is C1COCC1.CCCCCC. The reactants are C([Li])CCC.Br[C:7]1[CH:8]=[C:9]2[CH:15]=[CH:14][N:13]([Si:16]([CH:23]([CH3:25])[CH3:24])([CH:20]([CH3:22])[CH3:21])[CH:17]([CH3:19])[CH3:18])[C:10]2=[N:11][CH:12]=1.C1C=CC(S(N(S(C2C=CC=CC=2)(=O)=O)[F:36])(=O)=O)=CC=1. The product is [F:36][C:7]1[CH:8]=[C:9]2[CH:15]=[CH:14][N:13]([Si:16]([CH:23]([CH3:25])[CH3:24])([CH:20]([CH3:22])[CH3:21])[CH:17]([CH3:19])[CH3:18])[C:10]2=[N:11][CH:12]=1. The yield is 0.502. (6) The reactants are B.O1CCCC1.[CH3:7][O:8][C:9]1[CH:10]=[C:11]([CH:15]2[CH2:20][N:19]([CH2:21][CH2:22][CH3:23])[C:18](=O)[CH2:17][O:16]2)[CH:12]=[CH:13][CH:14]=1. The catalyst is C1COCC1. The product is [CH3:7][O:8][C:9]1[CH:10]=[C:11]([CH:15]2[O:16][CH2:17][CH2:18][N:19]([CH2:21][CH2:22][CH3:23])[CH2:20]2)[CH:12]=[CH:13][CH:14]=1. The yield is 0.840.